From a dataset of Forward reaction prediction with 1.9M reactions from USPTO patents (1976-2016). Predict the product of the given reaction. (1) Given the reactants [CH:1]([N-]C(C)C)([CH3:3])[CH3:2].[Li+].O1CCCC1.[C:14]([O:18][C:19]([N:21]1[CH2:26][CH2:25][CH:24]([C:27]#[N:28])[CH2:23][CH2:22]1)=[O:20])([CH3:17])([CH3:16])[CH3:15].C(Br)C=C.C(O)(=O)CC(CC(O)=O)(C(O)=O)O, predict the reaction product. The product is: [C:14]([O:18][C:19]([N:21]1[CH2:26][CH2:25][C:24]([CH2:3][CH:1]=[CH2:2])([C:27]#[N:28])[CH2:23][CH2:22]1)=[O:20])([CH3:17])([CH3:15])[CH3:16]. (2) Given the reactants [CH2:1](Cl)[CH:2]=[CH:3][C:4]1[CH:9]=[CH:8][CH:7]=[CH:6][CH:5]=1.[Br:11][C:12]1[C:13]([CH3:19])=[C:14]([CH:16]=[CH:17][CH:18]=1)[NH2:15].C(=O)(O)[O-:21].[Na+], predict the reaction product. The product is: [Br:11][C:12]1[C:13]([CH3:19])=[C:14]([NH:15][C:1](=[O:21])[CH:2]=[CH:3][C:4]2[CH:9]=[CH:8][CH:7]=[CH:6][CH:5]=2)[CH:16]=[CH:17][CH:18]=1. (3) The product is: [CH3:8][C:4]1[CH:5]=[CH:6][CH:7]=[C:2]([CH3:1])[C:3]=1[C:9]1[N:10]=[C:11]([O:19][CH3:20])[C:12]2[CH2:18][N:17]([C:25](=[O:26])[CH2:24][C:23](=[O:29])[CH:22]([CH3:30])[CH3:21])[CH2:16][CH2:15][C:13]=2[N:14]=1. Given the reactants [CH3:1][C:2]1[CH:7]=[CH:6][CH:5]=[C:4]([CH3:8])[C:3]=1[C:9]1[N:10]=[C:11]([O:19][CH3:20])[C:12]2[CH2:18][NH:17][CH2:16][CH2:15][C:13]=2[N:14]=1.[CH3:21][CH:22]([CH3:30])[C:23](=[O:29])[CH2:24][C:25](OC)=[O:26], predict the reaction product. (4) Given the reactants [CH3:1][C:2]1[C:6]2[CH:7]=[C:8]3[C:13]4([C:21]5[C:16](=[CH:17][CH:18]=[CH:19][CH:20]=5)[NH:15][C:14]4=[O:22])[CH2:12][O:11][C:9]3=[CH:10][C:5]=2ON=1.Br[CH2:24][C:25]1[CH:30]=[CH:29][CH:28]=[CH:27][N:26]=1.BrCC1OC(C(F)(F)F)=CC=1, predict the reaction product. The product is: [CH3:5][C:6]1[C:2]([CH3:1])=[CH:10][C:9]2[O:11][CH2:12][C:13]3([C:21]4[C:16](=[CH:17][CH:18]=[CH:19][CH:20]=4)[N:15]([CH2:24][C:25]4[CH:30]=[CH:29][CH:28]=[CH:27][N:26]=4)[C:14]3=[O:22])[C:8]=2[CH:7]=1. (5) Given the reactants [OH:1][CH2:2][C:3]1[N:8]=[CH:7][C:6]2[N:9]=[CH:10][N:11]([C:12]3[S:16][C:15]([C:17]([NH2:19])=[O:18])=[C:14]([O:20][CH:21]([C:23]4[CH:28]=[CH:27][CH:26]=[CH:25][C:24]=4[CH3:29])[CH3:22])[CH:13]=3)[C:5]=2[CH:4]=1.[CH3:30][S:31](Cl)(=[O:33])=[O:32].C(N(CC)CC)C, predict the reaction product. The product is: [CH3:30][S:31]([O:1][CH2:2][C:3]1[N:8]=[CH:7][C:6]2[N:9]=[CH:10][N:11]([C:12]3[S:16][C:15]([C:17](=[O:18])[NH2:19])=[C:14]([O:20][CH:21]([C:23]4[CH:28]=[CH:27][CH:26]=[CH:25][C:24]=4[CH3:29])[CH3:22])[CH:13]=3)[C:5]=2[CH:4]=1)(=[O:33])=[O:32].